This data is from Full USPTO retrosynthesis dataset with 1.9M reactions from patents (1976-2016). The task is: Predict the reactants needed to synthesize the given product. (1) Given the product [F:22][C:19]1[CH:20]=[CH:21][C:16]([C@:13]2([CH2:23][C:24]([CH3:28])([CH3:27])[C:25]#[N:26])[O:12][C:11](=[O:29])[N:10]([C@H:8]([C:5]3[CH:6]=[CH:7][C:2]([C:34]4[CH:35]=[CH:36][C:31](=[O:30])[NH:32][CH:33]=4)=[CH:3][CH:4]=3)[CH3:9])[CH2:15][CH2:14]2)=[CH:17][CH:18]=1, predict the reactants needed to synthesize it. The reactants are: Br[C:2]1[CH:7]=[CH:6][C:5]([C@@H:8]([N:10]2[CH2:15][CH2:14][C@:13]([CH2:23][C:24]([CH3:28])([CH3:27])[C:25]#[N:26])([C:16]3[CH:21]=[CH:20][C:19]([F:22])=[CH:18][CH:17]=3)[O:12][C:11]2=[O:29])[CH3:9])=[CH:4][CH:3]=1.[O:30]=[C:31]1[CH:36]=[CH:35][C:34](B(O)O)=[CH:33][NH:32]1. (2) Given the product [C:8]([C:7]1[CH:6]=[CH:5][C:4]([NH:10][C@@H:11]2[CH2:16][CH2:15][CH2:14][CH2:13][C@@H:12]2[NH:17][C:18](=[O:24])[O:19][C:20]([CH3:23])([CH3:22])[CH3:21])=[CH:3][C:2]=1[NH:35][C:30]1[CH:31]=[CH:32][CH:33]=[C:34]2[C:29]=1[CH:28]=[CH:27][N:26]2[CH3:25])#[N:9], predict the reactants needed to synthesize it. The reactants are: Br[C:2]1[CH:3]=[C:4]([NH:10][C@@H:11]2[CH2:16][CH2:15][CH2:14][CH2:13][C@@H:12]2[NH:17][C:18](=[O:24])[O:19][C:20]([CH3:23])([CH3:22])[CH3:21])[CH:5]=[CH:6][C:7]=1[C:8]#[N:9].[CH3:25][N:26]1[C:34]2[CH:33]=[CH:32][CH:31]=[C:30]([NH2:35])[C:29]=2[CH:28]=[CH:27]1.C1C=CC(P(C2C(C3C(P(C4C=CC=CC=4)C4C=CC=CC=4)=CC=C4C=3C=CC=C4)=C3C(C=CC=C3)=CC=2)C2C=CC=CC=2)=CC=1.C([O-])([O-])=O.[K+].[K+]. (3) The reactants are: [Br:1][C:2]1[C:3]([NH:22][S:23]([CH3:26])(=[O:25])=[O:24])=[CH:4][C:5]2[O:9][C:8]([C:10]3[CH:15]=[CH:14][C:13]([F:16])=[CH:12][C:11]=3[F:17])=[C:7]([C:18](O)=[O:19])[C:6]=2[CH:21]=1.C1C=CC2N(O)N=[N:33][C:31]=2C=1.CCN=C=NCCCN(C)C.CCN(CC)CC.CN. Given the product [Br:1][C:2]1[C:3]([NH:22][S:23]([CH3:26])(=[O:25])=[O:24])=[CH:4][C:5]2[O:9][C:8]([C:10]3[CH:15]=[CH:14][C:13]([F:16])=[CH:12][C:11]=3[F:17])=[C:7]([C:18]([NH:33][CH3:31])=[O:19])[C:6]=2[CH:21]=1, predict the reactants needed to synthesize it. (4) The reactants are: S(Cl)([Cl:3])=O.[Br:5][CH:6]([CH2:11][C:12]([OH:14])=O)[C:7]([O:9][CH3:10])=[O:8]. Given the product [Br:5][CH:6]([CH2:11][C:12]([Cl:3])=[O:14])[C:7]([O:9][CH3:10])=[O:8], predict the reactants needed to synthesize it. (5) Given the product [O:14]1[C:18]2[CH:19]=[CH:20][CH:21]=[CH:22][C:17]=2[CH:16]=[C:15]1[CH2:23][N:24]([CH2:25][CH2:26][C:27]1[CH:32]=[CH:31][C:30]([Cl:33])=[C:29]([Cl:34])[CH:28]=1)[C:11]([C:9]1[CH:10]=[C:2]([Cl:1])[CH:3]=[C:4]2[C:8]=1[NH:7][CH:6]=[CH:5]2)=[O:13], predict the reactants needed to synthesize it. The reactants are: [Cl:1][C:2]1[CH:3]=[C:4]2[C:8](=[C:9]([C:11]([OH:13])=O)[CH:10]=1)[NH:7][CH:6]=[CH:5]2.[O:14]1[C:18]2[CH:19]=[CH:20][CH:21]=[CH:22][C:17]=2[CH:16]=[C:15]1[CH2:23][NH:24][CH2:25][CH2:26][C:27]1[CH:32]=[CH:31][C:30]([Cl:33])=[C:29]([Cl:34])[CH:28]=1.CN(C(ON1N=NC2C=CC=CC1=2)=[N+](C)C)C.[B-](F)(F)(F)F.C(N(CC)C(C)C)(C)C. (6) The reactants are: C(NC(C)C)(C)C.CCCCCC.C([Li])CCC.[F:19][C:20]1[CH:21]=[N:22][CH:23]=[C:24]([F:26])[CH:25]=1.[CH:27](OCC)=[O:28]. Given the product [F:26][C:24]1[CH:23]=[N:22][CH:21]=[C:20]([F:19])[C:25]=1[CH:27]=[O:28], predict the reactants needed to synthesize it. (7) The reactants are: [CH3:1][O:2][C:3]1[CH:4]=[C:5]([C:9]2[O:10][C:11]([C:15]([OH:17])=O)=[C:12]([CH3:14])[N:13]=2)[CH:6]=[CH:7][CH:8]=1.[N:18]1[CH:23]=[CH:22][CH:21]=[CH:20][C:19]=1[CH2:24][NH:25][CH2:26][C:27]([O:29][CH3:30])=[O:28]. Given the product [CH3:1][O:2][C:3]1[CH:4]=[C:5]([C:9]2[O:10][C:11]([C:15]([N:25]([CH2:26][C:27]([O:29][CH3:30])=[O:28])[CH2:24][C:19]3[CH:20]=[CH:21][CH:22]=[CH:23][N:18]=3)=[O:17])=[C:12]([CH3:14])[N:13]=2)[CH:6]=[CH:7][CH:8]=1, predict the reactants needed to synthesize it. (8) Given the product [CH3:1][N:2]([C:4]([N:6]=[C:7]([NH2:9])[NH2:8])=[NH:5])[CH3:3].[ClH:10], predict the reactants needed to synthesize it. The reactants are: [CH3:1][N:2]([C:4]([NH:6][C:7]([NH2:9])=[NH:8])=[NH:5])[CH3:3].[ClH:10]. (9) Given the product [OH:10][NH:9][C:6]1([C:17]#[N:18])[CH2:7][CH2:8][N:3]([O:2][CH3:1])[CH2:4][CH2:5]1, predict the reactants needed to synthesize it. The reactants are: [CH3:1][O:2][N:3]1[CH2:8][CH2:7][C:6](=[N:9][OH:10])[CH2:5][CH2:4]1.P([O-])(O)(O)=O.[K+].[C-:17]#[N:18].[K+]. (10) Given the product [F:12][C:9]1[CH:10]=[CH:11][C:2]([NH:1][C:13](=[O:17])[CH:14]([CH3:16])[CH3:15])=[C:3]([CH:8]=1)[C:4]([O:6][CH3:7])=[O:5], predict the reactants needed to synthesize it. The reactants are: [NH2:1][C:2]1[CH:11]=[CH:10][C:9]([F:12])=[CH:8][C:3]=1[C:4]([O:6][CH3:7])=[O:5].[C:13](Cl)(=[O:17])[CH:14]([CH3:16])[CH3:15].C(N(CC)CC)C.